From a dataset of Full USPTO retrosynthesis dataset with 1.9M reactions from patents (1976-2016). Predict the reactants needed to synthesize the given product. (1) Given the product [Br:34][CH2:2][CH2:3][CH2:4][CH2:5][N:6]1[C:14]2[C:9](=[CH:10][CH:11]=[CH:12][CH:13]=2)[C:8]([C:15]2[C:16](=[O:32])[NH:17][C:18](=[O:31])[C:19]=2[C:20]2[C:28]3[O:27][CH:26]=[CH:25][C:24]=3[C:23]([O:29][CH3:30])=[CH:22][CH:21]=2)=[CH:7]1, predict the reactants needed to synthesize it. The reactants are: O[CH2:2][CH2:3][CH2:4][CH2:5][N:6]1[C:14]2[C:9](=[CH:10][CH:11]=[CH:12][CH:13]=2)[C:8]([C:15]2[C:16](=[O:32])[NH:17][C:18](=[O:31])[C:19]=2[C:20]2[C:28]3[O:27][CH:26]=[CH:25][C:24]=3[C:23]([O:29][CH3:30])=[CH:22][CH:21]=2)=[CH:7]1.C(Br)(Br)(Br)[Br:34].C1(P(C2C=CC=CC=2)C2C=CC=CC=2)C=CC=CC=1. (2) The reactants are: P(Cl)(Cl)(Cl)=O.[CH2:6]([O:8][C:9]1[CH:14]=[CH:13][C:12]([C:15](=O)[CH3:16])=[CH:11][CH:10]=1)[CH3:7].[ClH:18].NO.NO.C[N:24]([CH:26]=O)C. Given the product [Cl:18]/[C:15](/[C:12]1[CH:13]=[CH:14][C:9]([O:8][CH2:6][CH3:7])=[CH:10][CH:11]=1)=[CH:16]\[C:26]#[N:24], predict the reactants needed to synthesize it. (3) Given the product [OH:27][CH:12]([C:13]1[CH:14]=[CH:15][C:16]([OH:19])=[CH:17][CH:18]=1)[CH:10]1[CH2:11][N:8]([C:6]([O:5][C:1]([CH3:4])([CH3:3])[CH3:2])=[O:7])[CH2:9]1, predict the reactants needed to synthesize it. The reactants are: [C:1]([O:5][C:6]([N:8]1[CH2:11][CH:10]([C:12](=[O:27])[C:13]2[CH:18]=[CH:17][C:16]([O:19]CC3C=CC=CC=3)=[CH:15][CH:14]=2)[CH2:9]1)=[O:7])([CH3:4])([CH3:3])[CH3:2].[H][H]. (4) Given the product [O:24]=[S:16]1(=[O:25])[C:17]2[CH:23]=[CH:22][CH:21]=[CH:20][C:18]=2[CH2:19][N:13]([C:4]2[CH:3]=[C:2]([NH:31][CH2:30][CH2:29][NH:28][CH2:26][CH3:27])[C:11]3[C:6](=[CH:7][CH:8]=[C:9]([CH3:12])[CH:10]=3)[N:5]=2)[CH2:14][CH2:15]1, predict the reactants needed to synthesize it. The reactants are: Cl[C:2]1[C:11]2[C:6](=[CH:7][CH:8]=[C:9]([CH3:12])[CH:10]=2)[N:5]=[C:4]([N:13]2[CH2:19][C:18]3[CH:20]=[CH:21][CH:22]=[CH:23][C:17]=3[S:16](=[O:25])(=[O:24])[CH2:15][CH2:14]2)[CH:3]=1.[CH2:26]([NH:28][CH2:29][CH2:30][NH2:31])[CH3:27].